Predict the reactants needed to synthesize the given product. From a dataset of Full USPTO retrosynthesis dataset with 1.9M reactions from patents (1976-2016). (1) Given the product [NH2:9][C:8]1[C:7]2[C:6]([C:10]3[CH:15]=[CH:14][CH:13]=[C:12]([O:16][CH3:17])[CH:11]=3)=[N:5][C:4]([NH:18][CH:19]3[CH2:21][CH2:20]3)=[N:3][C:2]=2[S:22][C:23]=1[C:24]([NH2:26])=[O:25], predict the reactants needed to synthesize it. The reactants are: Cl[C:2]1[C:7]([C:8]#[N:9])=[C:6]([C:10]2[CH:15]=[CH:14][CH:13]=[C:12]([O:16][CH3:17])[CH:11]=2)[N:5]=[C:4]([NH:18][CH:19]2[CH2:21][CH2:20]2)[N:3]=1.[SH:22][CH2:23][C:24]([NH2:26])=[O:25].C(=O)([O-])[O-].[K+].[K+].CC[O-].[Na+]. (2) Given the product [F:1][C:2]1[CH:7]=[CH:6][C:5]([CH2:8][CH:9]([F:32])[C:11]2[CH:16]=[CH:15][C:14]([S:17]([C:20]3[CH:25]=[CH:24][CH:23]=[CH:22][CH:21]=3)(=[O:19])=[O:18])=[CH:13][CH:12]=2)=[CH:4][CH:3]=1, predict the reactants needed to synthesize it. The reactants are: [F:1][C:2]1[CH:7]=[CH:6][C:5]([CH2:8][CH:9]([C:11]2[CH:16]=[CH:15][C:14]([S:17]([C:20]3[CH:25]=[CH:24][CH:23]=[CH:22][CH:21]=3)(=[O:19])=[O:18])=[CH:13][CH:12]=2)O)=[CH:4][CH:3]=1.C(N(S(F)(F)[F:32])CC)C.C(=O)([O-])O.[Na+]. (3) The reactants are: [NH2:1][C:2]1[C:7]([C:8]#[N:9])=[C:6]([C:10]2[S:14][CH:13]=[N:12][CH:11]=2)[C:5]([C:15]#[N:16])=[C:4]([S:17][CH2:18][C:19]2[N:20]=[C:21]([C:24]3[CH:29]=[CH:28][C:27]([Cl:30])=[CH:26][CH:25]=3)[S:22][CH:23]=2)[N:3]=1.C[Si](C)(C)[N-][Si](C)(C)C.[Li+].[I:41]CCI. Given the product [NH2:1][C:2]1[C:7]([C:8]#[N:9])=[C:6]([C:10]2[S:14][C:13]([I:41])=[N:12][CH:11]=2)[C:5]([C:15]#[N:16])=[C:4]([S:17][CH2:18][C:19]2[N:20]=[C:21]([C:24]3[CH:29]=[CH:28][C:27]([Cl:30])=[CH:26][CH:25]=3)[S:22][CH:23]=2)[N:3]=1, predict the reactants needed to synthesize it.